This data is from Full USPTO retrosynthesis dataset with 1.9M reactions from patents (1976-2016). The task is: Predict the reactants needed to synthesize the given product. (1) Given the product [F:29][C:2]1([F:1])[CH2:7][CH2:6][N:5]([C:8]([C:10]2[N:28]([CH2:33][C:34]#[N:35])[C:13]3=[N:14][CH:15]=[C:16]([O:18][CH:19]4[CH2:20][CH2:21][N:22]([CH:25]([CH3:27])[CH3:26])[CH2:23][CH2:24]4)[CH:17]=[C:12]3[CH:11]=2)=[O:9])[CH2:4][CH2:3]1, predict the reactants needed to synthesize it. The reactants are: [F:1][C:2]1([F:29])[CH2:7][CH2:6][N:5]([C:8]([C:10]2[NH:28][C:13]3=[N:14][CH:15]=[C:16]([O:18][CH:19]4[CH2:24][CH2:23][N:22]([CH:25]([CH3:27])[CH3:26])[CH2:21][CH2:20]4)[CH:17]=[C:12]3[CH:11]=2)=[O:9])[CH2:4][CH2:3]1.[H-].[Na+].Br[CH2:33][C:34]#[N:35]. (2) Given the product [CH3:9][NH:8][C:6]1[S:7][C:3]([C:2]([F:17])([F:1])[F:16])=[CH:4][CH:5]=1, predict the reactants needed to synthesize it. The reactants are: [F:1][C:2]([F:17])([F:16])[C:3]1[S:7][C:6]([NH:8][C:9](=O)OC(C)(C)C)=[CH:5][CH:4]=1.[H-].[Na+].CI.FC(F)(F)C(O)=O. (3) The reactants are: [CH3:1][C:2]1[N:7]=[C:6]([C:8]2[NH:12][C:11]([CH2:13][C:14]3[CH:15]=[C:16]([CH:21]=[CH:22][CH:23]=3)[C:17]([O:19]C)=O)=[N:10][C:9]=2[C:24]2[CH:25]=[C:26]3[C:31](=[CH:32][CH:33]=2)[N:30]=[CH:29][CH:28]=[CH:27]3)[CH:5]=[CH:4][CH:3]=1.Cl.[NH2:35][OH:36]. Given the product [OH:36][NH:35][C:17](=[O:19])[C:16]1[CH:21]=[CH:22][CH:23]=[C:14]([CH2:13][C:11]2[NH:12][C:8]([C:6]3[CH:5]=[CH:4][CH:3]=[C:2]([CH3:1])[N:7]=3)=[C:9]([C:24]3[CH:25]=[C:26]4[C:31](=[CH:32][CH:33]=3)[N:30]=[CH:29][CH:28]=[CH:27]4)[N:10]=2)[CH:15]=1, predict the reactants needed to synthesize it. (4) Given the product [CH3:10][C:9]1([CH3:12])[C:17]2[C:47](=[CH:46][C:20]([C:24]#[C:25][C:26]3[CH:27]=[CH:28][C:29]([C:30]([O:32][CH2:33][CH3:34])=[O:31])=[CH:35][CH:36]=3)=[CH:19][CH:18]=2)[C:48]([C:49]2[CH:3]=[CH:4][C:5]([CH3:8])=[CH:6][CH:50]=2)=[CH:11]1, predict the reactants needed to synthesize it. The reactants are: BrC1C=[CH:6][C:5]([CH3:8])=[CH:4][CH:3]=1.[C:9]([Li])([CH3:12])([CH3:11])[CH3:10].CC1(C)C2[C:18](=[CH:19][C:20]([C:24]#[C:25][C:26]3[CH:36]=[CH:35][C:29]([C:30]([O:32][CH2:33][CH3:34])=[O:31])=[CH:28][CH:27]=3)=CC=2)[C:17](OS(C(F)(F)F)(=O)=O)=C1.[CH3:46][CH2:47][CH2:48][CH2:49][CH3:50]. (5) Given the product [C:15]([C:14]1[CH:17]=[C:18]([F:21])[CH:19]=[CH:20][C:13]=1[CH2:12][NH:3][C:4](=[O:11])[O:29][C:25]([CH3:28])([CH3:27])[CH3:26])#[N:16], predict the reactants needed to synthesize it. The reactants are: O=C1C2C(=CC=CC=2)[C:4](=[O:11])[N:3]1[CH2:12][C:13]1[CH:20]=[CH:19][C:18]([F:21])=[CH:17][C:14]=1[C:15]#[N:16].O.NN.[C:25]([O:29]C(OC([O:29][C:25]([CH3:28])([CH3:27])[CH3:26])=O)=O)([CH3:28])([CH3:27])[CH3:26].